Dataset: Peptide-MHC class II binding affinity with 134,281 pairs from IEDB. Task: Regression. Given a peptide amino acid sequence and an MHC pseudo amino acid sequence, predict their binding affinity value. This is MHC class II binding data. (1) The peptide sequence is DIHRLEPVKCDTLLC. The MHC is HLA-DQA10201-DQB10301 with pseudo-sequence HLA-DQA10201-DQB10301. The binding affinity (normalized) is 0.534. (2) The MHC is HLA-DQA10501-DQB10201 with pseudo-sequence HLA-DQA10501-DQB10201. The binding affinity (normalized) is 0.475. The peptide sequence is YESYKFIPALEAA.